This data is from Reaction yield outcomes from USPTO patents with 853,638 reactions. The task is: Predict the reaction yield, written as a fraction of the theoretical maximum amount of product (1.0 means a 100% yield; for example, 0.34 means a 34% yield). (1) The reactants are [OH-].[Li+:2].[SH:3][CH2:4][C:5]([OH:7])=[O:6]. The catalyst is CC(O)C. The product is [OH2:6].[Li+:2].[Li+:2].[SH:3][CH2:4][C:5]([O-:7])=[O:6].[SH:3][CH2:4][C:5]([O-:7])=[O:6]. The yield is 0.970. (2) The reactants are [NH2:1][CH2:2][CH2:3][OH:4].C(O)C.[CH3:8][N:9]([CH3:43])[C:10]1[CH:15]=[CH:14][C:13]([CH2:16][CH2:17][O:18][C:19]2[CH:24]=[CH:23][C:22]([C:25]3[O:26][C:27](=[O:42])/[C:28](=[CH:30]/[C:31]4[CH:36]=[CH:35][C:34]([O:37][C:38]([F:41])([F:40])[F:39])=[CH:33][CH:32]=4)/[N:29]=3)=[CH:21][CH:20]=2)=[CH:12][CH:11]=1. The catalyst is CO. The product is [CH3:8][N:9]([CH3:43])[C:10]1[CH:11]=[CH:12][C:13]([CH2:16][CH2:17][O:18][C:19]2[CH:24]=[CH:23][C:22]([C:25]([NH:29]/[C:28](/[C:27]([NH:1][CH2:2][CH2:3][OH:4])=[O:42])=[CH:30]\[C:31]3[CH:32]=[CH:33][C:34]([O:37][C:38]([F:40])([F:39])[F:41])=[CH:35][CH:36]=3)=[O:26])=[CH:21][CH:20]=2)=[CH:14][CH:15]=1. The yield is 0.640. (3) The reactants are [N:1]([CH2:4][CH2:5][C:6]1[CH:11]=[CH:10][C:9]([C:12]2[N:16]=[CH:15][N:14]([C:17]3[CH:22]=[CH:21][C:20]([O:23][C:24]([F:27])([F:26])[F:25])=[CH:19][CH:18]=3)[N:13]=2)=[CH:8][CH:7]=1)=[C:2]=[O:3].[CH:28]([C:31]1[CH:36]=[CH:35][C:34]([CH3:37])=[CH:33][C:32]=1[NH:38][C:39]([NH2:41])=[S:40])([CH3:30])[CH3:29].C(=O)([O-])[O-].[Cs+].[Cs+].[C:48](Cl)(=[O:51])[CH:49]=[CH2:50]. The catalyst is C(#N)C.C(OCC)(=O)C. The product is [CH:28]([C:31]1[CH:36]=[CH:35][C:34]([CH3:37])=[CH:33][C:32]=1[N:38]1[C:48](=[O:51])[CH2:49][CH2:50][S:40]/[C:39]/1=[N:41]\[C:2]([NH:1][CH2:4][CH2:5][C:6]1[CH:11]=[CH:10][C:9]([C:12]2[N:16]=[CH:15][N:14]([C:17]3[CH:22]=[CH:21][C:20]([O:23][C:24]([F:26])([F:25])[F:27])=[CH:19][CH:18]=3)[N:13]=2)=[CH:8][CH:7]=1)=[O:3])([CH3:30])[CH3:29]. The yield is 0.440. (4) The reactants are C[O:2][C:3]([C:5]1[S:6][C:7]([C:26]2[CH2:31][CH2:30][CH2:29][CH2:28][CH:27]=2)=[CH:8][C:9]=1[N:10]([C:17]([C@H:19]1[CH2:24][CH2:23][C@H:22]([CH3:25])[CH2:21][CH2:20]1)=[O:18])[C:11]1[CH:16]=[CH:15][CH:14]=[CH:13][CH:12]=1)=[O:4].[OH-].[Li+]. No catalyst specified. The product is [C:26]1([C:7]2[S:6][C:5]([C:3]([OH:4])=[O:2])=[C:9]([N:10]([C:17]([C@H:19]3[CH2:20][CH2:21][C@H:22]([CH3:25])[CH2:23][CH2:24]3)=[O:18])[C:11]3[CH:12]=[CH:13][CH:14]=[CH:15][CH:16]=3)[CH:8]=2)[CH2:31][CH2:30][CH2:29][CH2:28][CH:27]=1. The yield is 0.890. (5) The reactants are [CH2:1]([C:3]([C:28]1[CH:33]=[CH:32][C:31]([OH:34])=[C:30]([CH3:35])[CH:29]=1)([C:6]1[CH:11]=[CH:10][C:9]([C:12]#[C:13][C:14]([O:23][CH2:24][O:25][CH3:26])([C:19]([F:22])([F:21])[F:20])[C:15]([F:18])([F:17])[F:16])=[C:8]([CH3:27])[CH:7]=1)[CH2:4][CH3:5])[CH3:2].[CH2:36]([O:38][C:39](=[O:46])[CH2:40][CH2:41][CH2:42][CH2:43][CH2:44]Br)[CH3:37]. No catalyst specified. The product is [CH2:36]([O:38][C:39](=[O:46])[CH2:40][CH2:41][CH2:42][CH2:43][CH2:44][O:34][C:31]1[CH:32]=[CH:33][C:28]([C:3]([CH2:4][CH3:5])([C:6]2[CH:11]=[CH:10][C:9]([C:12]#[C:13][C:14]([O:23][CH2:24][O:25][CH3:26])([C:19]([F:20])([F:21])[F:22])[C:15]([F:18])([F:17])[F:16])=[C:8]([CH3:27])[CH:7]=2)[CH2:1][CH3:2])=[CH:29][C:30]=1[CH3:35])[CH3:37]. The yield is 0.800. (6) The reactants are C(O[CH:5]1[C@@H:10]([O:11][C:12](=[O:14])[CH3:13])[C@@H:9]([O:15][C:16](=[O:18])[CH3:17])[C@H:8]([O:19][C:20](=[O:22])[CH3:21])[CH:7]([CH2:23][O:24][C:25](=[O:27])[CH3:26])[O:6]1)(=O)C.[CH3:28][O:29][C:30]1[CH:35]=[CH:34][C:33]([CH3:36])=[CH:32][CH:31]=1.[Sn](Cl)(Cl)(Cl)Cl. The catalyst is ClCCl.FC(F)(F)C([O-])=O.[Ag+]. The product is [C:20]([O:19][C@H:8]1[C@H:9]([O:15][C:16](=[O:18])[CH3:17])[C@H:10]([O:11][C:12](=[O:14])[CH3:13])[C@H:5]([C:31]2[CH:32]=[C:33]([CH3:36])[CH:34]=[CH:35][C:30]=2[O:29][CH3:28])[O:6][CH:7]1[CH2:23][O:24][C:25](=[O:27])[CH3:26])(=[O:22])[CH3:21]. The yield is 0.760.